Dataset: Catalyst prediction with 721,799 reactions and 888 catalyst types from USPTO. Task: Predict which catalyst facilitates the given reaction. (1) Reactant: [CH3:1][O:2][C:3]1[CH:4]=[C:5]([CH:11]=[CH:12][C:13]([OH:15])=O)[CH:6]=[CH:7][C:8]=1[O:9][CH3:10].O[NH:17][C:18](=[NH:24])[CH2:19][CH2:20][CH2:21][CH2:22][CH3:23]. Product: [CH3:1][O:2][C:3]1[CH:4]=[C:5]([CH:11]=[CH:12][C:13]2[O:15][N:24]=[C:18]([CH2:19][CH2:20][CH2:21][CH2:22][CH3:23])[N:17]=2)[CH:6]=[CH:7][C:8]=1[O:9][CH3:10]. The catalyst class is: 11. (2) Reactant: [OH-].[K+].[CH2:3]([O:6][C:7]1[C:16]([C:17](=[O:19])[CH3:18])=[C:15]2[C:10]([C:11](=[O:27])[C:12]([CH3:26])=[C:13]([C:20]3[CH:25]=[CH:24][CH:23]=[CH:22][CH:21]=3)[O:14]2)=[CH:9][CH:8]=1)[CH:4]=[CH2:5].[CH3:28][O:29][C:30]1[CH:31]=[C:32]([CH:35]=[C:36]([O:40][CH3:41])[C:37]=1[O:38][CH3:39])[CH:33]=O. Product: [CH3:26][C:12]1[C:11](=[O:27])[C:10]2[C:15](=[C:16]([C:17](=[O:19])[CH:18]=[CH:33][C:32]3[CH:35]=[C:36]([O:40][CH3:41])[C:37]([O:38][CH3:39])=[C:30]([O:29][CH3:28])[CH:31]=3)[C:7]([O:6][CH2:3][CH:4]=[CH2:5])=[CH:8][CH:9]=2)[O:14][C:13]=1[C:20]1[CH:21]=[CH:22][CH:23]=[CH:24][CH:25]=1. The catalyst class is: 40. (3) Reactant: Br/[C:2](/[CH:27]=[CH:28]/[C:29]1[C:30]([CH3:47])([CH3:46])[C:31]2[C:32]([N:45]=1)=[N+:33]([CH2:38][CH2:39][CH2:40][S:41]([O-:44])(=[O:43])=[O:42])[CH:34]=[C:35]([Cl:37])[CH:36]=2)=[CH:3]\[CH:4]=[C:5]1\[N:6]([CH2:20][CH2:21][CH2:22][S:23]([O-:26])(=[O:25])=[O:24])[C:7]2[C:12]([C:13]\1([CH3:15])[CH3:14])=[CH:11][C:10]([S:16]([O-:19])(=[O:18])=[O:17])=[CH:9][CH:8]=2.[Na+:48].[Na+].[C:50]([CH2:53][CH2:54][C:55]1[CH:56]=[C:57](B(O)O)[CH:58]=[CH:59][CH:60]=1)([OH:52])=[O:51].C(=O)([O-])[O-].[Cs+].[Cs+]. Product: [C:50]([CH2:53][CH2:54][C:55]1[CH:56]=[C:57](/[C:2](/[CH:27]=[CH:28]/[C:29]2[C:30]([CH3:47])([CH3:46])[C:31]3[C:32]([N:45]=2)=[N+:33]([CH2:38][CH2:39][CH2:40][S:41]([O-:44])(=[O:43])=[O:42])[CH:34]=[C:35]([Cl:37])[CH:36]=3)=[CH:3]\[CH:4]=[C:5]2\[N:6]([CH2:20][CH2:21][CH2:22][S:23]([O-:26])(=[O:25])=[O:24])[C:7]3[C:12]([C:13]\2([CH3:15])[CH3:14])=[CH:11][C:10]([S:16]([O-:19])(=[O:17])=[O:18])=[CH:9][CH:8]=3)[CH:58]=[CH:59][CH:60]=1)([OH:52])=[O:51].[Na+:48].[Na+:48]. The catalyst class is: 103. (4) Reactant: [CH2:1]([N:8]1[CH:13]2[CH2:14][CH2:15][CH:9]1[CH2:10][C:11](=[O:16])[CH2:12]2)[C:2]1[CH:7]=[CH:6][CH:5]=[CH:4][CH:3]=1.CCC(C)[BH-](C(C)CC)C(C)CC.[Li+].[OH-].[Na+].OO. Product: [CH2:1]([N:8]1[CH:9]2[CH2:15][CH2:14][CH:13]1[CH2:12][CH:11]([OH:16])[CH2:10]2)[C:2]1[CH:3]=[CH:4][CH:5]=[CH:6][CH:7]=1. The catalyst class is: 1.